The task is: Regression. Given a peptide amino acid sequence and an MHC pseudo amino acid sequence, predict their binding affinity value. This is MHC class I binding data.. This data is from Peptide-MHC class I binding affinity with 185,985 pairs from IEDB/IMGT. (1) The peptide sequence is GVIFLISVI. The MHC is HLA-A02:01 with pseudo-sequence HLA-A02:01. The binding affinity (normalized) is 0.131. (2) The peptide sequence is AERGPGQML. The MHC is HLA-B08:01 with pseudo-sequence HLA-B08:01. The binding affinity (normalized) is 0. (3) The peptide sequence is IQYPLWWGH. The MHC is HLA-B08:03 with pseudo-sequence HLA-B08:03. The binding affinity (normalized) is 0.0847.